Dataset: Reaction yield outcomes from USPTO patents with 853,638 reactions. Task: Predict the reaction yield, written as a fraction of the theoretical maximum amount of product (1.0 means a 100% yield; for example, 0.34 means a 34% yield). The reactants are Cl.[NH2:2][CH:3]([C:8]1[CH:13]=[CH:12][C:11]([F:14])=[C:10]([F:15])[CH:9]=1)[CH2:4][C:5](O)=[O:6].[H-].[H-].[H-].[H-].[Li+].[Al+3].[C@H](O)(C([O-])=O)[C@@H](O)C([O-])=O.[Na+].[K+]. The catalyst is C1COCC1.CCOC(C)=O. The product is [NH2:2][CH:3]([C:8]1[CH:13]=[CH:12][C:11]([F:14])=[C:10]([F:15])[CH:9]=1)[CH2:4][CH2:5][OH:6]. The yield is 0.0600.